From a dataset of Catalyst prediction with 721,799 reactions and 888 catalyst types from USPTO. Predict which catalyst facilitates the given reaction. (1) Reactant: [N:1]1[CH:6]=[C:5]([C:7]([O:9]N2C(=O)CCC2=O)=O)[CH:4]=[CH:3][C:2]=1[C:17]([O:19][CH3:20])=[O:18].C(N(CC)[CH:25]([CH3:27])[CH3:26])(C)C.Cl.C([N:35]([CH2:39][CH2:40][NH2:41])[C:36](=[O:38])[OH:37])(C)(C)C.[C:42]([O-])([O-])=O.[Na+].[Na+]. Product: [C:25]([O:37][C:36]([NH:35][CH2:39][CH2:40][NH:41][C:7]([C:5]1[CH:4]=[CH:3][C:2]([C:17]([O:19][CH3:20])=[O:18])=[N:1][CH:6]=1)=[O:9])=[O:38])([CH3:27])([CH3:42])[CH3:26]. The catalyst class is: 4. (2) Reactant: [C@@H:1]12[CH2:7][C@@H:4]([CH2:5][CH2:6]1)[C@@H:3]([C:8]([O:10]C)=[O:9])[N:2]2[C:12]([O:14][C:15]([CH3:18])([CH3:17])[CH3:16])=[O:13].CO.[OH-].[Li+]. Product: [C:15]([O:14][C:12]([N:2]1[C@H:3]([C:8]([OH:10])=[O:9])[C@H:4]2[CH2:7][C@@H:1]1[CH2:6][CH2:5]2)=[O:13])([CH3:18])([CH3:16])[CH3:17]. The catalyst class is: 1.